Dataset: Full USPTO retrosynthesis dataset with 1.9M reactions from patents (1976-2016). Task: Predict the reactants needed to synthesize the given product. Given the product [F:14][C:11]1([F:13])[CH2:12][N:8]([C:6]([O:5][C:1]([CH3:2])([CH3:3])[CH3:4])=[O:7])[C@H:9]([CH2:15][OH:16])[CH2:10]1, predict the reactants needed to synthesize it. The reactants are: [C:1]([O:5][C:6]([N:8]1[CH2:12][C:11]([F:14])([F:13])[CH2:10][C@H:9]1[C:15](O)=[O:16])=[O:7])([CH3:4])([CH3:3])[CH3:2].B.C1COCC1.